From a dataset of NCI-60 drug combinations with 297,098 pairs across 59 cell lines. Regression. Given two drug SMILES strings and cell line genomic features, predict the synergy score measuring deviation from expected non-interaction effect. (1) Cell line: OVCAR3. Synergy scores: CSS=26.4, Synergy_ZIP=-0.130, Synergy_Bliss=2.65, Synergy_Loewe=-22.8, Synergy_HSA=-0.0137. Drug 2: C1=CN(C(=O)N=C1N)C2C(C(C(O2)CO)O)O.Cl. Drug 1: CNC(=O)C1=CC=CC=C1SC2=CC3=C(C=C2)C(=NN3)C=CC4=CC=CC=N4. (2) Drug 1: CC1=C(C(=O)C2=C(C1=O)N3CC4C(C3(C2COC(=O)N)OC)N4)N. Cell line: UO-31. Drug 2: C1C(C(OC1N2C=NC(=NC2=O)N)CO)O. Synergy scores: CSS=5.46, Synergy_ZIP=-5.81, Synergy_Bliss=-3.49, Synergy_Loewe=-5.23, Synergy_HSA=-3.31. (3) Drug 1: C1=NC2=C(N1)C(=S)N=C(N2)N. Drug 2: COCCOC1=C(C=C2C(=C1)C(=NC=N2)NC3=CC=CC(=C3)C#C)OCCOC.Cl. Synergy scores: CSS=38.9, Synergy_ZIP=-3.01, Synergy_Bliss=0.750, Synergy_Loewe=-4.95, Synergy_HSA=-0.0438. Cell line: M14. (4) Drug 1: CS(=O)(=O)C1=CC(=C(C=C1)C(=O)NC2=CC(=C(C=C2)Cl)C3=CC=CC=N3)Cl. Drug 2: CCC(=C(C1=CC=CC=C1)C2=CC=C(C=C2)OCCN(C)C)C3=CC=CC=C3.C(C(=O)O)C(CC(=O)O)(C(=O)O)O. Cell line: MCF7. Synergy scores: CSS=15.2, Synergy_ZIP=-0.764, Synergy_Bliss=5.01, Synergy_Loewe=5.31, Synergy_HSA=5.44. (5) Synergy scores: CSS=13.0, Synergy_ZIP=-5.19, Synergy_Bliss=-2.01, Synergy_Loewe=-3.13, Synergy_HSA=-1.09. Cell line: MALME-3M. Drug 1: CN1C2=C(C=C(C=C2)N(CCCl)CCCl)N=C1CCCC(=O)O.Cl. Drug 2: C(CC(=O)O)C(=O)CN.Cl. (6) Drug 1: CN1CCC(CC1)COC2=C(C=C3C(=C2)N=CN=C3NC4=C(C=C(C=C4)Br)F)OC. Drug 2: CCC(=C(C1=CC=CC=C1)C2=CC=C(C=C2)OCCN(C)C)C3=CC=CC=C3.C(C(=O)O)C(CC(=O)O)(C(=O)O)O. Cell line: NCI/ADR-RES. Synergy scores: CSS=2.46, Synergy_ZIP=-0.789, Synergy_Bliss=1.66, Synergy_Loewe=-0.115, Synergy_HSA=-0.113.